Dataset: NCI-60 drug combinations with 297,098 pairs across 59 cell lines. Task: Regression. Given two drug SMILES strings and cell line genomic features, predict the synergy score measuring deviation from expected non-interaction effect. (1) Drug 1: C1=CC(=CC=C1CCC2=CNC3=C2C(=O)NC(=N3)N)C(=O)NC(CCC(=O)O)C(=O)O. Drug 2: CC1=C(C(=O)C2=C(C1=O)N3CC4C(C3(C2COC(=O)N)OC)N4)N. Cell line: OVCAR3. Synergy scores: CSS=24.2, Synergy_ZIP=-3.72, Synergy_Bliss=-3.33, Synergy_Loewe=-9.10, Synergy_HSA=-3.13. (2) Drug 1: C1CN1P(=S)(N2CC2)N3CC3. Drug 2: C1=CC=C(C=C1)NC(=O)CCCCCCC(=O)NO. Cell line: A498. Synergy scores: CSS=16.9, Synergy_ZIP=-4.90, Synergy_Bliss=-1.02, Synergy_Loewe=-11.2, Synergy_HSA=-0.215. (3) Drug 1: CC1=C2C(C(=O)C3(C(CC4C(C3C(C(C2(C)C)(CC1OC(=O)C(C(C5=CC=CC=C5)NC(=O)C6=CC=CC=C6)O)O)OC(=O)C7=CC=CC=C7)(CO4)OC(=O)C)O)C)OC(=O)C. Drug 2: CS(=O)(=O)OCCCCOS(=O)(=O)C. Cell line: CAKI-1. Synergy scores: CSS=11.1, Synergy_ZIP=-1.33, Synergy_Bliss=0.912, Synergy_Loewe=-7.61, Synergy_HSA=-2.02. (4) Drug 1: C1=CC(=CC=C1C#N)C(C2=CC=C(C=C2)C#N)N3C=NC=N3. Drug 2: C1=NNC2=C1C(=O)NC=N2. Cell line: KM12. Synergy scores: CSS=2.34, Synergy_ZIP=2.63, Synergy_Bliss=6.64, Synergy_Loewe=1.75, Synergy_HSA=0.666. (5) Drug 1: COC1=CC(=CC(=C1O)OC)C2C3C(COC3=O)C(C4=CC5=C(C=C24)OCO5)OC6C(C(C7C(O6)COC(O7)C8=CC=CS8)O)O. Drug 2: C1=C(C(=O)NC(=O)N1)N(CCCl)CCCl. Cell line: SF-295. Synergy scores: CSS=62.0, Synergy_ZIP=-1.21, Synergy_Bliss=-0.961, Synergy_Loewe=-8.67, Synergy_HSA=3.23. (6) Synergy scores: CSS=15.1, Synergy_ZIP=-4.23, Synergy_Bliss=0.396, Synergy_Loewe=-45.8, Synergy_HSA=1.74. Cell line: A498. Drug 1: CS(=O)(=O)CCNCC1=CC=C(O1)C2=CC3=C(C=C2)N=CN=C3NC4=CC(=C(C=C4)OCC5=CC(=CC=C5)F)Cl. Drug 2: C(CN)CNCCSP(=O)(O)O. (7) Drug 1: CC12CCC3C(C1CCC2O)C(CC4=C3C=CC(=C4)O)CCCCCCCCCS(=O)CCCC(C(F)(F)F)(F)F. Drug 2: C1CNP(=O)(OC1)N(CCCl)CCCl. Cell line: PC-3. Synergy scores: CSS=-1.22, Synergy_ZIP=3.68, Synergy_Bliss=4.83, Synergy_Loewe=0.0905, Synergy_HSA=0.602. (8) Drug 1: C1CNP(=O)(OC1)N(CCCl)CCCl. Drug 2: CC12CCC3C(C1CCC2OP(=O)(O)O)CCC4=C3C=CC(=C4)OC(=O)N(CCCl)CCCl.[Na+]. Cell line: UACC-257. Synergy scores: CSS=-0.793, Synergy_ZIP=-0.193, Synergy_Bliss=-1.13, Synergy_Loewe=-6.16, Synergy_HSA=-3.66. (9) Drug 1: CC1=CC=C(C=C1)C2=CC(=NN2C3=CC=C(C=C3)S(=O)(=O)N)C(F)(F)F. Drug 2: C1=CN(C(=O)N=C1N)C2C(C(C(O2)CO)O)O.Cl. Cell line: NCI-H322M. Synergy scores: CSS=4.00, Synergy_ZIP=-3.43, Synergy_Bliss=-1.79, Synergy_Loewe=-7.17, Synergy_HSA=-2.19.